Dataset: Full USPTO retrosynthesis dataset with 1.9M reactions from patents (1976-2016). Task: Predict the reactants needed to synthesize the given product. (1) Given the product [CH3:29][O:30][CH2:31][CH2:32][NH:33][C:34]([C@H:36]1[CH2:37][CH2:38][C@H:39]([NH:42][C:25]([C:22]2[C:18]3[N:19]=[CH:20][N:21]=[C:16]([C:8]4[C:9]5[O:13][CH2:12][O:11][C:10]=5[CH:14]=[CH:15][C:7]=4[O:6][CH2:5][CH:1]4[CH2:4][CH2:3][CH2:2]4)[C:17]=3[NH:24][CH:23]=2)=[O:27])[CH2:40][CH2:41]1)=[O:35], predict the reactants needed to synthesize it. The reactants are: [CH:1]1([CH2:5][O:6][C:7]2[CH:15]=[CH:14][C:10]3[O:11][CH2:12][O:13][C:9]=3[C:8]=2[C:16]2[C:17]3[NH:24][CH:23]=[C:22]([C:25]([OH:27])=O)[C:18]=3[N:19]=[CH:20][N:21]=2)[CH2:4][CH2:3][CH2:2]1.Cl.[CH3:29][O:30][CH2:31][CH2:32][NH:33][C:34]([C@H:36]1[CH2:41][CH2:40][C@H:39]([NH2:42])[CH2:38][CH2:37]1)=[O:35]. (2) The reactants are: C([N:3](CC)CC)C.[C:8]([O:12][C:13](=[O:48])[NH:14][CH:15]1[CH2:20][CH2:19][CH:18]([NH:21][C:22](=[O:47])[C:23]2[CH:28]=[C:27]([O:29][C:30]3[CH:35]=[CH:34][C:33]([C:36]#[N:37])=[CH:32][CH:31]=3)[CH:26]=[C:25]([O:38][C:39]3[CH:44]=[CH:43][C:42]([C:45]#[N:46])=[CH:41][CH:40]=3)[CH:24]=2)[CH2:17][CH2:16]1)([CH3:11])([CH3:10])[CH3:9].Cl.[CH3:50][O:51][NH2:52].SC[C:55]([OH:57])=O. Given the product [C:8]([O:12][C:13](=[O:48])[NH:14][CH:15]1[CH2:20][CH2:19][CH:18]([NH:21][C:22](=[O:47])[C:23]2[CH:24]=[C:25]([O:38][C:39]3[CH:44]=[CH:43][C:42]([C:45](=[NH:46])[NH:52][O:51][CH3:50])=[CH:41][CH:40]=3)[CH:26]=[C:27]([O:29][C:30]3[CH:35]=[CH:34][C:33]([C:36](=[NH:3])[NH:37][O:57][CH3:55])=[CH:32][CH:31]=3)[CH:28]=2)[CH2:17][CH2:16]1)([CH3:11])([CH3:9])[CH3:10], predict the reactants needed to synthesize it.